Dataset: Full USPTO retrosynthesis dataset with 1.9M reactions from patents (1976-2016). Task: Predict the reactants needed to synthesize the given product. Given the product [OH:1][C:2]1[C:7]([CH2:14][CH:15]=[C:16]([CH3:18])[CH3:17])=[C:6]([OH:8])[C:5]([CH2:7][CH:2]=[C:3]([CH3:10])[CH3:4])=[C:4]([OH:9])[C:3]=1[C:10](=[O:13])[CH2:11][CH3:12], predict the reactants needed to synthesize it. The reactants are: [OH:1][C:2]1[CH:7]=[C:6]([OH:8])[CH:5]=[C:4]([OH:9])[C:3]=1[C:10](=[O:13])[CH2:11][CH3:12].[CH2:14](Br)[CH2:15][C:16]([CH3:18])=[CH2:17].